Dataset: Peptide-MHC class II binding affinity with 134,281 pairs from IEDB. Task: Regression. Given a peptide amino acid sequence and an MHC pseudo amino acid sequence, predict their binding affinity value. This is MHC class II binding data. (1) The peptide sequence is RSPISNMVSMANNHM. The MHC is HLA-DPA10201-DPB10101 with pseudo-sequence HLA-DPA10201-DPB10101. The binding affinity (normalized) is 0.0916. (2) The peptide sequence is SDYVYQPFPKTVWEQ. The MHC is HLA-DQA10501-DQB10301 with pseudo-sequence HLA-DQA10501-DQB10301. The binding affinity (normalized) is 0.291. (3) The peptide sequence is GELQIVDKIDAAFKG. The MHC is DRB1_1201 with pseudo-sequence DRB1_1201. The binding affinity (normalized) is 0.353. (4) The peptide sequence is GFKAAVAAAASVPAA. The MHC is DRB1_1501 with pseudo-sequence DRB1_1501. The binding affinity (normalized) is 0.626. (5) The peptide sequence is ATPPPPPPPQLGASP. The MHC is HLA-DPA10201-DPB11401 with pseudo-sequence HLA-DPA10201-DPB11401. The binding affinity (normalized) is 0. (6) The peptide sequence is YLGFVQDAATYAVTT. The MHC is HLA-DPA10201-DPB10101 with pseudo-sequence HLA-DPA10201-DPB10101. The binding affinity (normalized) is 0.569. (7) The peptide sequence is NCVLKKSTNGLRIKS. The MHC is DRB1_1101 with pseudo-sequence DRB1_1101. The binding affinity (normalized) is 0.395.